This data is from Full USPTO retrosynthesis dataset with 1.9M reactions from patents (1976-2016). The task is: Predict the reactants needed to synthesize the given product. (1) The reactants are: [OH:1][C:2]1[CH:3]=[C:4]([CH:18]=[C:19]([O:21][CH2:22][C:23]2[CH:28]=[CH:27][CH:26]=[CH:25][C:24]=2[CH3:29])[CH:20]=1)[C:5]([NH:7][C:8]1[N:13]=[CH:12][C:11]([C:14]([O:16][CH3:17])=[O:15])=[CH:10][CH:9]=1)=[O:6].[I-].[K+].C(=O)([O-])[O-].[K+].[K+].Cl[CH2:39][C:40]1[CH:44]=[C:43]([CH3:45])[O:42][N:41]=1. Given the product [CH3:29][C:24]1[CH:25]=[CH:26][CH:27]=[CH:28][C:23]=1[CH2:22][O:21][C:19]1[CH:18]=[C:4]([CH:3]=[C:2]([O:1][CH2:39][C:40]2[CH:44]=[C:43]([CH3:45])[O:42][N:41]=2)[CH:20]=1)[C:5]([NH:7][C:8]1[N:13]=[CH:12][C:11]([C:14]([O:16][CH3:17])=[O:15])=[CH:10][CH:9]=1)=[O:6], predict the reactants needed to synthesize it. (2) Given the product [C:4]([C:6]([CH3:12])([CH3:11])[C:7]([NH:2][NH2:3])=[O:8])#[N:5], predict the reactants needed to synthesize it. The reactants are: O.[NH2:2][NH2:3].[C:4]([C:6]([CH3:12])([CH3:11])[C:7](OC)=[O:8])#[N:5]. (3) Given the product [CH2:12]([O:11][C:9]([N:6]1[CH2:5][CH2:4][NH:3][CH:2]([CH3:1])[CH2:7]1)=[O:10])[CH3:13], predict the reactants needed to synthesize it. The reactants are: [CH3:1][CH:2]1[CH2:7][NH:6][CH2:5][CH2:4][NH:3]1.Cl[C:9]([O:11][CH2:12][CH3:13])=[O:10].